From a dataset of Reaction yield outcomes from USPTO patents with 853,638 reactions. Predict the reaction yield, written as a fraction of the theoretical maximum amount of product (1.0 means a 100% yield; for example, 0.34 means a 34% yield). (1) The reactants are [CH3:1][N:2]=[C:3]=[S:4].[I:5][C:6]1[CH:7]=[C:8]([C:12]2[N:16]=[C:15]([CH:17]3[CH2:22][O:21][CH2:20][CH2:19][NH:18]3)[O:14][N:13]=2)[CH:9]=[CH:10][CH:11]=1. The catalyst is C(Cl)(Cl)Cl. The product is [I:5][C:6]1[CH:7]=[C:8]([C:12]2[N:16]=[C:15]([CH:17]3[CH2:22][O:21][CH2:20][CH2:19][N:18]3[C:3](=[S:4])[NH:2][CH3:1])[O:14][N:13]=2)[CH:9]=[CH:10][CH:11]=1. The yield is 1.00. (2) The reactants are F[C:2]1[CH:7]=[CH:6][C:5]([NH:8][C:9](=[O:20])[C:10]2[CH:15]=[CH:14][CH:13]=[C:12]([C:16]([F:19])([F:18])[F:17])[CH:11]=2)=[CH:4][C:3]=1[N+:21]([O-:23])=[O:22].[OH:24][C:25]1[CH:30]=[CH:29][C:28]([SH:31])=[CH:27][CH:26]=1.C(=O)([O-])[O-].[K+].[K+]. The catalyst is CN(C)C=O. The product is [OH:24][C:25]1[CH:30]=[CH:29][C:28]([S:31][C:2]2[CH:7]=[CH:6][C:5]([NH:8][C:9](=[O:20])[C:10]3[CH:15]=[CH:14][CH:13]=[C:12]([C:16]([F:19])([F:18])[F:17])[CH:11]=3)=[CH:4][C:3]=2[N+:21]([O-:23])=[O:22])=[CH:27][CH:26]=1. The yield is 1.00. (3) The reactants are [Cl:1][C:2]1[CH:10]=[CH:9][C:5]([C:6]([NH2:8])=[S:7])=[CH:4][CH:3]=1.Cl[CH2:12][C:13]([CH2:15]Cl)=O.O.[C-:18]#[N:19].[Na+]. The catalyst is C(O)C. The product is [Cl:1][C:2]1[CH:10]=[CH:9][C:5]([C:6]2[S:7][CH:12]=[C:13]([CH2:15][C:18]#[N:19])[N:8]=2)=[CH:4][CH:3]=1. The yield is 1.00.